Dataset: Reaction yield outcomes from USPTO patents with 853,638 reactions. Task: Predict the reaction yield, written as a fraction of the theoretical maximum amount of product (1.0 means a 100% yield; for example, 0.34 means a 34% yield). (1) The reactants are [O:1]1[CH:5]=[C:4]([C:6](Cl)=[O:7])[N:3]=[CH:2]1.[NH2:9][C:10]1[S:11][C:12]2[CH:18]=[C:17]([O:19][C:20]3[CH:21]=[CH:22][C:23]([CH3:40])=[C:24]([NH:26][C:27](=[O:39])[C:28]4[CH:33]=[CH:32][CH:31]=[C:30]([C:34]5([C:37]#[N:38])[CH2:36][CH2:35]5)[CH:29]=4)[CH:25]=3)[CH:16]=[CH:15][C:13]=2[N:14]=1.O1C=C(C(O)=O)N=C1.C(Cl)(=O)C(Cl)=O. The catalyst is CN(C)C(=O)C.CN(C)C=O.O1CCCC1. The product is [C:37]([C:34]1([C:30]2[CH:29]=[C:28]([CH:33]=[CH:32][CH:31]=2)[C:27]([NH:26][C:24]2[CH:25]=[C:20]([CH:21]=[CH:22][C:23]=2[CH3:40])[O:19][C:17]2[CH:16]=[CH:15][C:13]3[N:14]=[C:10]([NH:9][C:6]([C:4]4[N:3]=[CH:2][O:1][CH:5]=4)=[O:7])[S:11][C:12]=3[CH:18]=2)=[O:39])[CH2:36][CH2:35]1)#[N:38]. The yield is 0.750. (2) No catalyst specified. The reactants are [CH2:1]([O:3][C:4](=[O:22])[CH2:5][NH:6][CH2:7][CH2:8][NH:9][S:10]([C:13]1[S:14][C:15]2[CH:21]=[CH:20][CH:19]=[CH:18][C:16]=2[N:17]=1)(=[O:12])=[O:11])[CH3:2].[CH3:23][O:24][C:25]1[CH:46]=[CH:45][C:28]([CH2:29][O:30][C:31]([NH:33][C:34]2[CH:39]=[CH:38][N:37]([CH2:40][C:41](O)=[O:42])[C:36](=[O:44])[N:35]=2)=[O:32])=[CH:27][CH:26]=1. The product is [CH2:1]([O:3][C:4](=[O:22])[CH2:5][N:6]([CH2:7][CH2:8][NH:9][S:10]([C:13]1[S:14][C:15]2[CH:21]=[CH:20][CH:19]=[CH:18][C:16]=2[N:17]=1)(=[O:12])=[O:11])[C:41](=[O:42])[CH2:40][N:37]1[CH:38]=[CH:39][C:34]([NH:33][C:31]([O:30][CH2:29][C:28]2[CH:45]=[CH:46][C:25]([O:24][CH3:23])=[CH:26][CH:27]=2)=[O:32])=[N:35][C:36]1=[O:44])[CH3:2]. The yield is 0.870. (3) The product is [CH2:27]([O:26][C:24]1[CH:23]=[CH:22][N:21]=[C:20]([NH:15][C:13](=[O:14])[C:12]2[CH:16]=[CH:17][C:9]([B:4]3[O:3][C:2]([CH3:18])([CH3:1])[C:6]([CH3:7])([CH3:8])[O:5]3)=[CH:10][CH:11]=2)[CH:25]=1)[CH3:28]. The yield is 0.750. The catalyst is O1CCOCC1. The reactants are [CH3:1][C:2]1([CH3:18])[C:6]([CH3:8])([CH3:7])[O:5][B:4]([C:9]2[CH:17]=[CH:16][C:12]([C:13]([NH2:15])=[O:14])=[CH:11][CH:10]=2)[O:3]1.Cl[C:20]1[CH:25]=[C:24]([O:26][CH2:27][CH3:28])[CH:23]=[CH:22][N:21]=1.CC(C1C=C(C(C)C)C(C2C(P(C3CCCCC3)C3CCCCC3)=C(OC)C=CC=2OC)=C(C(C)C)C=1)C.C([O-])([O-])=O.[Cs+].[Cs+].